This data is from Catalyst prediction with 721,799 reactions and 888 catalyst types from USPTO. The task is: Predict which catalyst facilitates the given reaction. (1) Reactant: [NH2:1][C:2]1[CH:3]=[C:4]([NH:8][C:9](=[O:15])[O:10][C:11]([CH3:14])([CH3:13])[CH3:12])[CH:5]=[CH:6][CH:7]=1.C(N(CC)CC)C.[N+:23]([C:26]1[CH:27]=[C:28]([CH:32]=[CH:33][CH:34]=1)[C:29](Cl)=[O:30])([O-:25])=[O:24].C([O-])([O-])=O.[Na+].[Na+]. Product: [N+:23]([C:26]1[CH:27]=[C:28]([CH:32]=[CH:33][CH:34]=1)[C:29]([NH:1][C:2]1[CH:3]=[C:4]([NH:8][C:9](=[O:15])[O:10][C:11]([CH3:12])([CH3:14])[CH3:13])[CH:5]=[CH:6][CH:7]=1)=[O:30])([O-:25])=[O:24]. The catalyst class is: 7. (2) The catalyst class is: 44. Reactant: [NH:1]1[C:9]2[C:4](=[CH:5][CH:6]=[C:7]([C:10]([O:12][CH3:13])=[O:11])[CH:8]=2)[CH:3]=[N:2]1.[I:14]I.[OH-].[K+]. Product: [I:14][C:3]1[C:4]2[C:9](=[CH:8][C:7]([C:10]([O:12][CH3:13])=[O:11])=[CH:6][CH:5]=2)[NH:1][N:2]=1.